From a dataset of Forward reaction prediction with 1.9M reactions from USPTO patents (1976-2016). Predict the product of the given reaction. (1) The product is: [NH2:22][C:23]1[C:31]2[C:30]([C:32]3[CH:37]=[CH:36][C:35]([Cl:38])=[C:34]([Cl:39])[CH:33]=3)=[N:29][C:8]([CH2:4][C:5]([O:7][CH2:14][CH3:15])=[O:6])=[N:27][C:26]=2[S:25][C:24]=1[C:43](=[O:44])[NH2:45]. Given the reactants [K+].C([CH:4]([C:8]([O-])=O)[C:5]([O-:7])=[O:6])C.[K+].Cl.[O-][CH2:14][CH3:15].[Mg+2].[O-]CC.[H-].[Na+].[NH2:22][C:23]1[C:31]2[C:30]([C:32]3[CH:37]=[CH:36][C:35]([Cl:38])=[C:34]([Cl:39])[CH:33]=3)=[N:29]C(S(C)=O)=[N:27][C:26]=2[S:25][C:24]=1[C:43]([NH2:45])=[O:44], predict the reaction product. (2) Given the reactants Cl.[F:2][C:3]1[CH:8]=[C:7]([C:9]2[CH:10]=[N:11][N:12]([CH3:14])[CH:13]=2)[CH:6]=[CH:5][C:4]=1[CH:15]([NH2:17])[CH3:16].CCN(C(C)C)C(C)C.[CH:27]([C:29]1[CH:38]=[CH:37][CH:36]=[CH:35][C:30]=1[C:31](OC)=O)=[O:28].C(O[BH-](OC(=O)C)OC(=O)C)(=O)C.[Na+], predict the reaction product. The product is: [F:2][C:3]1[CH:8]=[C:7]([C:9]2[CH:10]=[N:11][N:12]([CH3:14])[CH:13]=2)[CH:6]=[CH:5][C:4]=1[CH:15]([N:17]1[CH2:31][C:30]2[C:29](=[CH:38][CH:37]=[CH:36][CH:35]=2)[C:27]1=[O:28])[CH3:16]. (3) The product is: [Cl:1][C:2]1[CH:3]=[C:4]2[C:12](=[CH:13][CH:14]=1)[NH:11][C:10]1[CH:9]([NH:16][C:17]3[CH:22]=[CH:21][C:20]([CH3:23])=[CH:19][CH:18]=3)[CH2:8][CH2:7][CH2:6][C:5]2=1. Given the reactants [Cl:1][C:2]1[CH:3]=[C:4]2[C:12](=[CH:13][CH:14]=1)[NH:11][C:10]1[C:9](=O)[CH2:8][CH2:7][CH2:6][C:5]2=1.[NH2:16][C:17]1[CH:22]=[CH:21][C:20]([CH3:23])=[CH:19][CH:18]=1, predict the reaction product. (4) Given the reactants [O:1]1[C:6]2[CH:7]=[CH:8][C:9](B(O)O)=[CH:10][C:5]=2[O:4][CH2:3][CH2:2]1.Br[C:15]1[CH:20]=[CH:19][C:18]([C:21]([N:23]2[CH2:27][CH2:26][CH2:25][C@H:24]2[CH2:28][N:29]2[CH2:33][CH2:32][CH2:31][CH2:30]2)=[O:22])=[CH:17][CH:16]=1, predict the reaction product. The product is: [O:1]1[C:6]2[CH:7]=[CH:8][C:9]([C:15]3[CH:20]=[CH:19][C:18]([C:21]([N:23]4[CH2:27][CH2:26][CH2:25][C@H:24]4[CH2:28][N:29]4[CH2:30][CH2:31][CH2:32][CH2:33]4)=[O:22])=[CH:17][CH:16]=3)=[CH:10][C:5]=2[O:4][CH2:3][CH2:2]1. (5) Given the reactants [CH3:1][O:2][C:3](=[O:14])[CH2:4][O:5][C:6]1[CH:11]=[CH:10][C:9]([Cl:12])=[C:8]([NH2:13])[CH:7]=1.C[O:16][C:17](=O)[CH:18]([S:22][C:23]1[CH:28]=[CH:27][C:26]([Cl:29])=[CH:25][CH:24]=1)[C:19](=O)[CH3:20], predict the reaction product. The product is: [CH3:1][O:2][C:3](=[O:14])[CH2:4][O:5][C:6]1[CH:11]=[CH:10][C:9]([Cl:12])=[C:8]2[C:7]=1[C:17](=[O:16])[C:18]([S:22][C:23]1[CH:24]=[CH:25][C:26]([Cl:29])=[CH:27][CH:28]=1)=[C:19]([CH3:20])[NH:13]2. (6) The product is: [CH2:9]([N:8]([CH2:25][N:16]1[C:20]2[CH:21]=[CH:22][CH:23]=[CH:24][C:19]=2[N:18]=[N:17]1)[CH2:1][C:2]1[CH:7]=[CH:6][CH:5]=[CH:4][CH:3]=1)[C:10]1[CH:15]=[CH:14][CH:13]=[CH:12][CH:11]=1. Given the reactants [CH2:1]([NH:8][CH2:9][C:10]1[CH:15]=[CH:14][CH:13]=[CH:12][CH:11]=1)[C:2]1[CH:7]=[CH:6][CH:5]=[CH:4][CH:3]=1.[NH:16]1[C:20]2[CH:21]=[CH:22][CH:23]=[CH:24][C:19]=2[N:18]=[N:17]1.[CH3:25]CO, predict the reaction product.